Dataset: Drug-target binding data from BindingDB using IC50 measurements. Task: Regression. Given a target protein amino acid sequence and a drug SMILES string, predict the binding affinity score between them. We predict pIC50 (pIC50 = -log10(IC50 in M); higher means more potent). Dataset: bindingdb_ic50. (1) The target protein (Q16518) has sequence MSIQVEHPAGGYKKLFETVEELSSPLTAHVTGRIPLWLTGSLLRCGPGLFEVGSEPFYHLFDGQALLHKFDFKEGHVTYHRRFIRTDAYVRAMTEKRIVITEFGTCAFPDPCKNIFSRFFSYFRGVEVTDNALVNVYPVGEDYYACTETNFITKINPETLETIKQVDLCNYVSVNGATAHPHIENDGTVYNIGNCFGKNFSIAYNIVKIPPLQADKEDPISKSEIVVQFPCSDRFKPSYVHSFGLTPNYIVFVETPVKINLFKFLSSWSLWGANYMDCFESNETMGVWLHIADKKRKKYLNNKYRTSPFNLFHHINTYEDNGFLIVDLCCWKGFEFVYNYLYLANLRENWEEVKKNARKAPQPEVRRYVLPLNIDKADTGKNLVTLPNTTATAILCSDETIWLEPEVLFSGPRQAFEFPQINYQKYCGKPYTYAYGLGLNHFVPDRLCKLNVKTKETWVWQEPDSYPSEPIFVSHPDALEEDDGVVLSVVVSPGAGQKPA.... The pIC50 is 6.3. The small molecule is NCCOc1cccc(OCc2ccccc2)c1. (2) The small molecule is N#Cc1ccc(S(=O)(=O)Nc2ccc(NC(=O)Nc3ccccc3[N+](=O)[O-])cc2)cc1. The target protein (Q81RP3) has sequence MTLQEQIMKALHVQPVIDPKAEIRKRVDFLKDYVKKTGAKGFVLGISGGQDSTLAGRLAQLAVEEIRNEGGNATFIAVRLPYKVQKDEDDAQLALQFIQADQSVAFDIASTVDAFSNQYENLLDESLTDFNKGNVKARIRMVTQYAIGGQKGLLVIGTDHAAEAVTGFFTKFGDGGADLLPLTGLTKRQGRALLQELGADERLYLKMPTADLLDEKPGQADETELGITYDQLDDYLEGKTVPADVAEKIEKRYTVSEHKRQVPASMFDDWWK. The pIC50 is 3.2. (3) The drug is O=C(NCB(O)O)c1ccccc1[N+](=O)[O-]. The pIC50 is 3.9. The target protein (P59676) has sequence MKWTKRVIRYATKNRKSPAENRRRVGKSLSLLSVFVFAIFLVNFAVIIGTGTRFGTDLAKEAKKVHQTTRTVPAKRGTIYDRNGVPIAEDATSYNVYAVIDENYKSATGKILYVEKTQFNKVAEVFHKYLDMEESYVREQLSQPNLKQVSFGAKGNGITYANMMSIKKELEAAEVKGIDFTTSPNRSYPNGQFASSFIGLAQLHENEDGSKSLLGTSGMESSLNSILAGTDGIITYEKDRLGNIVPGTEQVSQRTMDGKDVYTTISSPLQSFMETQMDAFQEKVKGKYMTATLVSAKTGEILATTQRPTFDADTKEGITEDFVWRDILYQSNYEPGSTMKVMMLAAAIDNNTFPGGEVFNSSELKIADATIRDWDVNEGLTGGRMMTFSQGFAHSSNVGMTLLEQKMGDATWLDYLNRFKFGVPTRFGLTDEYAGQLPADNIVNIAQSSFGQGISVTQTQMIRAFTAIANDGVMLEPKFISAIYDPNDQTARKSQKEIVG.... (4) The compound is Cc1n[nH]c(C)c1-c1cc(C(=O)c2nc3nc(N4CCCNCC4)ccc3[nH]2)ccn1. The target protein sequence is HFVALKSVRVPNGGGAGGGLPISTVREVALLRRLEAFEHPNVVRLMDVCATSRTDREIKVTLVFEHVDQDLRTYLDKAPPPGLPAETIKDLMCQFLRGLDFLHANCIVHRDLKPENILVTSSGTVKLADFGLARIYSYQMALTPVVVTLWYRAPEVLLQSTYATPVDMWSAGCIFAEMFRRKPLFCGNS. The pIC50 is 6.3.